Task: Regression. Given two drug SMILES strings and cell line genomic features, predict the synergy score measuring deviation from expected non-interaction effect.. Dataset: Merck oncology drug combination screen with 23,052 pairs across 39 cell lines (1) Drug 1: N.N.O=C(O)C1(C(=O)O)CCC1.[Pt]. Drug 2: O=C(NOCC(O)CO)c1ccc(F)c(F)c1Nc1ccc(I)cc1F. Cell line: MDAMB436. Synergy scores: synergy=12.6. (2) Drug 1: Cc1nc(Nc2ncc(C(=O)Nc3c(C)cccc3Cl)s2)cc(N2CCN(CCO)CC2)n1. Cell line: A427. Synergy scores: synergy=14.3. Drug 2: NC1CCCCC1N.O=C(O)C(=O)O.[Pt+2]. (3) Drug 1: CN1C(=O)C=CC2(C)C3CCC4(C)C(NC(=O)OCC(F)(F)F)CCC4C3CCC12. Drug 2: O=c1[nH]cc(F)c(=O)[nH]1. Cell line: NCIH23. Synergy scores: synergy=-9.29. (4) Drug 1: C#Cc1cccc(Nc2ncnc3cc(OCCOC)c(OCCOC)cc23)c1. Cell line: HT29. Drug 2: CNC(=O)c1cc(Oc2ccc(NC(=O)Nc3ccc(Cl)c(C(F)(F)F)c3)cc2)ccn1. Synergy scores: synergy=5.48. (5) Drug 1: CC(=O)OC1C(=O)C2(C)C(O)CC3OCC3(OC(C)=O)C2C(OC(=O)c2ccccc2)C2(O)CC(OC(=O)C(O)C(NC(=O)c3ccccc3)c3ccccc3)C(C)=C1C2(C)C. Drug 2: CCN(CC)CCNC(=O)c1c(C)[nH]c(C=C2C(=O)Nc3ccc(F)cc32)c1C. Cell line: HT29. Synergy scores: synergy=-2.91. (6) Drug 1: CN1C(=O)C=CC2(C)C3CCC4(C)C(NC(=O)OCC(F)(F)F)CCC4C3CCC12. Drug 2: O=C(NOCC(O)CO)c1ccc(F)c(F)c1Nc1ccc(I)cc1F. Cell line: EFM192B. Synergy scores: synergy=-1.43. (7) Drug 1: Cn1c(=O)n(-c2ccc(C(C)(C)C#N)cc2)c2c3cc(-c4cnc5ccccc5c4)ccc3ncc21. Drug 2: CCc1c2c(nc3ccc(O)cc13)-c1cc3c(c(=O)n1C2)COC(=O)C3(O)CC. Cell line: A2780. Synergy scores: synergy=15.2. (8) Drug 1: CCC1=CC2CN(C1)Cc1c([nH]c3ccccc13)C(C(=O)OC)(c1cc3c(cc1OC)N(C)C1C(O)(C(=O)OC)C(OC(C)=O)C4(CC)C=CCN5CCC31C54)C2. Drug 2: COC1=C2CC(C)CC(OC)C(O)C(C)C=C(C)C(OC(N)=O)C(OC)C=CC=C(C)C(=O)NC(=CC1=O)C2=O. Cell line: NCIH520. Synergy scores: synergy=-18.7. (9) Drug 1: CC1CC2C3CCC4=CC(=O)C=CC4(C)C3(F)C(O)CC2(C)C1(O)C(=O)CO. Drug 2: Cn1nnc2c(C(N)=O)ncn2c1=O. Cell line: LNCAP. Synergy scores: synergy=5.48. (10) Drug 1: CN(C)C(=N)N=C(N)N. Drug 2: O=C(NOCC(O)CO)c1ccc(F)c(F)c1Nc1ccc(I)cc1F. Cell line: NCIH23. Synergy scores: synergy=-12.9.